This data is from NCI-60 drug combinations with 297,098 pairs across 59 cell lines. The task is: Regression. Given two drug SMILES strings and cell line genomic features, predict the synergy score measuring deviation from expected non-interaction effect. (1) Drug 1: CC1=C2C(C(=O)C3(C(CC4C(C3C(C(C2(C)C)(CC1OC(=O)C(C(C5=CC=CC=C5)NC(=O)OC(C)(C)C)O)O)OC(=O)C6=CC=CC=C6)(CO4)OC(=O)C)OC)C)OC. Drug 2: CC(C)NC(=O)C1=CC=C(C=C1)CNNC.Cl. Cell line: HS 578T. Synergy scores: CSS=69.4, Synergy_ZIP=14.4, Synergy_Bliss=14.3, Synergy_Loewe=-20.7, Synergy_HSA=12.7. (2) Drug 1: CC1OCC2C(O1)C(C(C(O2)OC3C4COC(=O)C4C(C5=CC6=C(C=C35)OCO6)C7=CC(=C(C(=C7)OC)O)OC)O)O. Drug 2: CC1C(C(CC(O1)OC2CC(OC(C2O)C)OC3=CC4=CC5=C(C(=O)C(C(C5)C(C(=O)C(C(C)O)O)OC)OC6CC(C(C(O6)C)O)OC7CC(C(C(O7)C)O)OC8CC(C(C(O8)C)O)(C)O)C(=C4C(=C3C)O)O)O)O. Cell line: RXF 393. Synergy scores: CSS=23.3, Synergy_ZIP=3.15, Synergy_Bliss=7.38, Synergy_Loewe=7.61, Synergy_HSA=8.01.